From a dataset of Forward reaction prediction with 1.9M reactions from USPTO patents (1976-2016). Predict the product of the given reaction. (1) Given the reactants [Si:1]([O:8][C@@H:9]1[C@H:13]([CH2:14][O:15][Si:16]([C:19]([CH3:22])([CH3:21])[CH3:20])([CH3:18])[CH3:17])[CH2:12][C@@H:11]([NH:23][C:24]2[C:29]([F:30])=[C:28](Cl)[N:27]=[CH:26][N:25]=2)[CH2:10]1)([C:4]([CH3:7])([CH3:6])[CH3:5])([CH3:3])[CH3:2].[CH3:32][C:33]1([CH3:43])[C:41]2[C:36](=[CH:37][CH:38]=[CH:39][CH:40]=2)[C@@H:35]([NH2:42])[CH2:34]1.C(=O)([O-])[O-].[Na+].[Na+], predict the reaction product. The product is: [Si:1]([O:8][C@@H:9]1[C@H:13]([CH2:14][O:15][Si:16]([C:19]([CH3:22])([CH3:21])[CH3:20])([CH3:18])[CH3:17])[CH2:12][C@@H:11]([NH:23][C:24]2[C:29]([F:30])=[C:28]([NH:42][C@@H:35]3[C:36]4[C:41](=[CH:40][CH:39]=[CH:38][CH:37]=4)[C:33]([CH3:43])([CH3:32])[CH2:34]3)[N:27]=[CH:26][N:25]=2)[CH2:10]1)([C:4]([CH3:7])([CH3:6])[CH3:5])([CH3:3])[CH3:2]. (2) Given the reactants [C:1]1([CH3:8])[CH:6]=[CH:5][CH:4]=[C:3]([CH3:7])[CH:2]=1.[C:9]1([S:15](Cl)(=[O:17])=[O:16])[CH:14]=[CH:13][CH:12]=[CH:11][CH:10]=1, predict the reaction product. The product is: [CH3:8][C:1]1[CH:6]=[CH:5][C:4]([S:15]([C:9]2[CH:14]=[CH:13][CH:12]=[CH:11][CH:10]=2)(=[O:17])=[O:16])=[C:3]([CH3:7])[CH:2]=1. (3) Given the reactants Br[C:2]1[CH:3]=[C:4]([CH:8]=[C:9]([OH:11])[CH:10]=1)[C:5]([OH:7])=[O:6].[C:12]([Cu])#[N:13], predict the reaction product. The product is: [C:12]([C:2]1[CH:3]=[C:4]([CH:8]=[C:9]([OH:11])[CH:10]=1)[C:5]([OH:7])=[O:6])#[N:13]. (4) Given the reactants [H-].[Na+].Cl.[NH2:4][OH:5].F[C:7]1[CH:12]=[C:11]([O:13][CH3:14])[CH:10]=[CH:9][C:8]=1[C:15]([C:17]1[CH:22]=[CH:21][C:20]([O:23][CH3:24])=[CH:19][C:18]=1[CH3:25])=O.O, predict the reaction product. The product is: [CH3:14][O:13][C:11]1[CH:10]=[CH:9][C:8]2[C:15]([C:17]3[CH:22]=[CH:21][C:20]([O:23][CH3:24])=[CH:19][C:18]=3[CH3:25])=[N:4][O:5][C:7]=2[CH:12]=1.